This data is from Full USPTO retrosynthesis dataset with 1.9M reactions from patents (1976-2016). The task is: Predict the reactants needed to synthesize the given product. (1) Given the product [N:20]1([CH:3]([C:5]2[CH:10]=[CH:9][C:8]([C:11]3[CH:16]=[CH:15][CH:14]=[CH:13][CH:12]=3)=[N:7][CH:6]=2)[CH:2]([CH3:17])[CH3:1])[CH:19]=[CH:18][N:22]=[CH:21]1, predict the reactants needed to synthesize it. The reactants are: [CH3:1][CH:2]([CH3:17])[CH:3]([C:5]1[CH:6]=[N:7][C:8]([C:11]2[CH:16]=[CH:15][CH:14]=[CH:13][CH:12]=2)=[CH:9][CH:10]=1)O.[CH:18]1[N:22]=[CH:21][N:20](C([N:20]2[CH:21]=[N:22][CH:18]=[CH:19]2)=O)[CH:19]=1. (2) Given the product [CH:18]1([CH2:17][N:4]2[C@H:5]([C:9]3[CH:14]=[CH:13][C:12]([O:15][CH3:16])=[CH:11][CH:10]=3)[CH:6]=[CH:7][CH2:8][C@H:2]([NH:1][C:32](=[O:33])[C@H:27]([CH2:28][CH:29]([CH3:31])[CH3:30])[NH:26][C:24](=[O:25])[C@@H:23]([OH:22])[CH2:35][CH:36]([CH3:37])[CH3:38])[C:3]2=[O:21])[CH2:19][CH2:20]1, predict the reactants needed to synthesize it. The reactants are: [NH2:1][C@H:2]1[CH2:8][CH:7]=[CH:6][C@@H:5]([C:9]2[CH:14]=[CH:13][C:12]([O:15][CH3:16])=[CH:11][CH:10]=2)[N:4]([CH2:17][CH:18]2[CH2:20][CH2:19]2)[C:3]1=[O:21].[OH:22][C@@H:23]([CH2:35][CH:36]([CH3:38])[CH3:37])[C:24]([NH:26][C@H:27]([C:32](O)=[O:33])[CH2:28][CH:29]([CH3:31])[CH3:30])=[O:25].CCN=C=NCCCN(C)C.Cl.CN1CCOCC1. (3) Given the product [C:9]1([C@@H:7]([OH:6])[CH3:8])[CH:14]=[CH:13][CH:12]=[CH:11][CH:10]=1, predict the reactants needed to synthesize it. The reactants are: O=C(C)CC([O:6][CH:7]([C:9]1[CH:14]=[CH:13][CH:12]=[CH:11][CH:10]=1)[CH3:8])=O. (4) Given the product [C:29]([OH:32])(=[O:31])[CH3:30].[NH2:1][C:4]([C:7]1[CH:12]=[CH:11][C:10]([NH:13][C:14]([C:16]2[NH:17][CH:18]=[C:19]([C:21]#[N:22])[N:20]=2)=[O:15])=[C:9]([C:23]2[CH2:28][CH2:27][CH2:26][CH2:25][CH:24]=2)[CH:8]=1)([CH3:6])[CH3:5], predict the reactants needed to synthesize it. The reactants are: [N:1]([C:4]([C:7]1[CH:12]=[CH:11][C:10]([NH:13][C:14]([C:16]2[NH:17][CH:18]=[C:19]([C:21]#[N:22])[N:20]=2)=[O:15])=[C:9]([C:23]2[CH2:28][CH2:27][CH2:26][CH2:25][CH:24]=2)[CH:8]=1)([CH3:6])[CH3:5])=[N+]=[N-].[C:29]([OH:32])(=[O:31])[CH3:30]. (5) Given the product [C:31]1([C:12]2([C:14]3[CH:18]=[C:17]([CH2:19][O:20][Si:21]([CH:25]([CH3:27])[CH3:26])([CH:22]([CH3:23])[CH3:24])[CH:28]([CH3:30])[CH3:29])[S:16][CH:15]=3)[CH2:11][CH2:10][CH2:9][O:8]2)[CH2:36][CH2:35][CH2:34][CH2:33][CH:32]=1, predict the reactants needed to synthesize it. The reactants are: [Si]([O:8][CH2:9][CH2:10][CH2:11][C:12]([C:31]1[CH2:36][CH2:35][CH2:34][CH2:33][CH:32]=1)([C:14]1[CH:18]=[C:17]([CH2:19][O:20][Si:21]([CH:28]([CH3:30])[CH3:29])([CH:25]([CH3:27])[CH3:26])[CH:22]([CH3:24])[CH3:23])[S:16][CH:15]=1)O)(C(C)(C)C)(C)C.Cl. (6) Given the product [CH2:20]([O:8][C:5]1[CH:6]=[CH:7][C:2]([Br:1])=[CH:3][C:4]=1[CH:9]1[CH2:13][CH2:12][CH2:11][CH2:10]1)[C:21]1[CH:26]=[CH:25][CH:24]=[CH:23][CH:22]=1, predict the reactants needed to synthesize it. The reactants are: [Br:1][C:2]1[CH:7]=[CH:6][C:5]([OH:8])=[C:4]([CH:9]2[CH2:13][CH2:12][CH2:11][CH2:10]2)[CH:3]=1.C([O-])([O-])=O.[Cs+].[Cs+].[CH2:20](Br)[C:21]1[CH:26]=[CH:25][CH:24]=[CH:23][CH:22]=1. (7) Given the product [CH3:12][O:6][C:5](=[O:7])[C:4]1[CH:8]=[CH:9][C:10]([CH3:11])=[C:2]([F:1])[CH:3]=1, predict the reactants needed to synthesize it. The reactants are: [F:1][C:2]1[CH:3]=[C:4]([CH:8]=[CH:9][C:10]=1[CH3:11])[C:5]([OH:7])=[O:6].[C:12](=O)([O-])[O-].[K+].[K+].S(OC)(OC)(=O)=O.